Dataset: Full USPTO retrosynthesis dataset with 1.9M reactions from patents (1976-2016). Task: Predict the reactants needed to synthesize the given product. Given the product [CH2:9]([C:11]1[C:19]2[C:14](=[CH:15][C:16]([F:20])=[CH:17][CH:18]=2)[N:13]([C:21](=[NH:22])[NH:24][O:7][C:6]([CH:4]2[CH2:5][C:2](=[O:1])[CH2:3]2)=[O:8])[N:12]=1)[CH3:10], predict the reactants needed to synthesize it. The reactants are: [O:1]=[C:2]1[CH2:5][CH:4]([C:6]([OH:8])=[O:7])[CH2:3]1.[CH2:9]([C:11]1[C:19]2[C:14](=[CH:15][C:16]([F:20])=[CH:17][CH:18]=2)[N:13]([C:21](=[NH:24])[NH:22]O)[N:12]=1)[CH3:10].